From a dataset of Forward reaction prediction with 1.9M reactions from USPTO patents (1976-2016). Predict the product of the given reaction. (1) The product is: [CH2:9]([O:8][C:1](=[O:7])[C:2](=[O:4])[CH2:26][C:25]([C:22]1[CH:21]=[CH:20][C:19]([O:18][CH2:11][C:12]2[CH:17]=[CH:16][CH:15]=[CH:14][CH:13]=2)=[CH:24][N:23]=1)=[O:27])[CH3:10]. Given the reactants [C:1]([O:8][CH2:9][CH3:10])(=[O:7])[C:2]([O:4]CC)=O.[CH2:11]([O:18][C:19]1[CH:20]=[CH:21][C:22]([C:25](=[O:27])[CH3:26])=[N:23][CH:24]=1)[C:12]1[CH:17]=[CH:16][CH:15]=[CH:14][CH:13]=1.[O-]CC.[Na+].O, predict the reaction product. (2) Given the reactants Cl[C:2]1[C:3]2[C:10]([CH3:11])=[CH:9][S:8][C:4]=2[N:5]=[CH:6][N:7]=1.[NH2:12][C:13]1[CH:21]=[CH:20][C:16]([C:17]([NH2:19])=[O:18])=[CH:15][C:14]=1[O:22][CH2:23][CH3:24].O.C1(C)C=CC(S(O)(=O)=O)=CC=1, predict the reaction product. The product is: [CH2:23]([O:22][C:14]1[CH:15]=[C:16]([CH:20]=[CH:21][C:13]=1[NH:12][C:2]1[C:3]2[C:10]([CH3:11])=[CH:9][S:8][C:4]=2[N:5]=[CH:6][N:7]=1)[C:17]([NH2:19])=[O:18])[CH3:24]. (3) Given the reactants N([O-])=[O:2].[Na+].[N+]([O-])(O)=O.[Cl:9][C:10]1[CH:11]=[C:12]([C:16]2[C:25]3[C:20]4=[C:21]([CH2:41][CH2:42][N:19]4[C:18](=[O:43])[CH:17]=2)[CH:22]=[C:23]([CH:26]([C:34]2[CH:39]=[CH:38][C:37]([I:40])=[CH:36][CH:35]=2)[C:27]2[N:31]([CH3:32])[C:30](S)=[N:29][N:28]=2)[CH:24]=3)[CH:13]=[CH:14][CH:15]=1.C([O-])([O-])=O.[K+].[K+], predict the reaction product. The product is: [OH2:2].[Cl:9][C:10]1[CH:11]=[C:12]([C:16]2[C:25]3[C:20]4=[C:21]([CH2:41][CH2:42][N:19]4[C:18](=[O:43])[CH:17]=2)[CH:22]=[C:23]([CH:26]([C:34]2[CH:39]=[CH:38][C:37]([I:40])=[CH:36][CH:35]=2)[C:27]2[N:31]([CH3:32])[CH:30]=[N:29][N:28]=2)[CH:24]=3)[CH:13]=[CH:14][CH:15]=1. (4) The product is: [CH:28]([C:31]1[CH:36]=[CH:35][C:34]([CH3:37])=[CH:33][C:32]=1[N:38]1[C:42](=[O:43])[CH2:41][S:40]/[C:39]/1=[N:44]\[C:45]([NH:23][C:20]1([CH2:19][C:18]2[CH:24]=[CH:25][C:15]([C:12]3[N:13]=[CH:14][N:10]([C:7]4[CH:6]=[CH:5][C:4]([O:3][C:2]([F:1])([F:26])[F:27])=[CH:9][CH:8]=4)[N:11]=3)=[CH:16][CH:17]=2)[CH2:21][CH2:22]1)=[O:46])([CH3:30])[CH3:29]. Given the reactants [F:1][C:2]([F:27])([F:26])[O:3][C:4]1[CH:9]=[CH:8][C:7]([N:10]2[CH:14]=[N:13][C:12]([C:15]3[CH:25]=[CH:24][C:18]([CH2:19][C:20]4([NH2:23])[CH2:22][CH2:21]4)=[CH:17][CH:16]=3)=[N:11]2)=[CH:6][CH:5]=1.[CH:28]([C:31]1[CH:36]=[CH:35][C:34]([CH3:37])=[CH:33][C:32]=1[N:38]1[C:42](=[O:43])[CH2:41][S:40]/[C:39]/1=[N:44]\[C:45](=O)[O:46]C1C=CC([N+]([O-])=O)=CC=1)([CH3:30])[CH3:29], predict the reaction product.